From a dataset of Full USPTO retrosynthesis dataset with 1.9M reactions from patents (1976-2016). Predict the reactants needed to synthesize the given product. (1) Given the product [C:32]1([C:29]2[CH:30]=[CH:31][C:25]3[O:24][C:23]([CH2:22][O:21][C:19]([NH:18][C:9]4[CH:10]=[CH:11][C:12]5[C:17](=[CH:16][CH:15]=[CH:14][CH:13]=5)[C:8]=4[C:6]([OH:7])=[O:5])=[O:20])=[CH:27][C:26]=3[CH:28]=2)[CH:37]=[CH:36][CH:35]=[CH:34][CH:33]=1, predict the reactants needed to synthesize it. The reactants are: C[Si](C)(C)CC[O:5][C:6]([C:8]1[C:17]2[C:12](=[CH:13][CH:14]=[CH:15][CH:16]=2)[CH:11]=[CH:10][C:9]=1[NH:18][C:19]([O:21][CH2:22][C:23]1[O:24][C:25]2[CH:31]=[CH:30][C:29]([C:32]3[CH:37]=[CH:36][CH:35]=[CH:34][CH:33]=3)=[CH:28][C:26]=2[CH:27]=1)=[O:20])=[O:7].[F-].C([N+](CCCC)(CCCC)CCCC)CCC.O. (2) Given the product [Cl:10][C:3]1[C:4]2[C:5](=[N:6][CH:7]=[CH:8][CH:9]=2)[NH:1][N:2]=1, predict the reactants needed to synthesize it. The reactants are: [NH:1]1[C:5]2=[N:6][CH:7]=[CH:8][CH:9]=[C:4]2[CH:3]=[N:2]1.[Cl:10]N1C(=O)CCC1=O.